This data is from Peptide-MHC class I binding affinity with 185,985 pairs from IEDB/IMGT. The task is: Regression. Given a peptide amino acid sequence and an MHC pseudo amino acid sequence, predict their binding affinity value. This is MHC class I binding data. (1) The peptide sequence is HEEFTTNYL. The MHC is HLA-A02:19 with pseudo-sequence HLA-A02:19. The binding affinity (normalized) is 0.0847. (2) The peptide sequence is PSSDVVAEY. The MHC is HLA-A29:02 with pseudo-sequence HLA-A29:02. The binding affinity (normalized) is 0.373. (3) The peptide sequence is VTEFRRTAIH. The MHC is HLA-A33:01 with pseudo-sequence HLA-A33:01. The binding affinity (normalized) is 0.198. (4) The peptide sequence is VAHSSLYGRY. The MHC is HLA-A29:02 with pseudo-sequence HLA-A29:02. The binding affinity (normalized) is 0.459. (5) The peptide sequence is LGPTSGHLV. The MHC is Mamu-A01 with pseudo-sequence Mamu-A01. The binding affinity (normalized) is 0.847. (6) The peptide sequence is IPQSLDSYWTSL. The MHC is HLA-A68:01 with pseudo-sequence HLA-A68:01. The binding affinity (normalized) is 0. (7) The peptide sequence is LTNDNTSRY. The MHC is HLA-A23:01 with pseudo-sequence HLA-A23:01. The binding affinity (normalized) is 0. (8) The peptide sequence is SSCKMALLFK. The MHC is HLA-B35:01 with pseudo-sequence HLA-B35:01. The binding affinity (normalized) is 0.152. (9) The peptide sequence is DHHFTPQII. The MHC is HLA-B40:01 with pseudo-sequence HLA-B40:01. The binding affinity (normalized) is 0.152.